The task is: Predict which catalyst facilitates the given reaction.. This data is from Catalyst prediction with 721,799 reactions and 888 catalyst types from USPTO. (1) Reactant: [CH2:1]([N:3]([CH2:31][CH3:32])[C:4]1[CH:9]=[CH:8][C:7]([NH:10][C:11]([C:13]2([NH:23]C(=O)OC(C)(C)C)[CH2:22][CH2:21][C:20]3[C:15](=[CH:16][CH:17]=[CH:18][CH:19]=3)[CH2:14]2)=[O:12])=[CH:6][CH:5]=1)[CH3:2]. Product: [CH2:31]([N:3]([CH2:1][CH3:2])[C:4]1[CH:5]=[CH:6][C:7]([NH:10][C:11]([C:13]2([NH2:23])[CH2:22][CH2:21][C:20]3[C:15](=[CH:16][CH:17]=[CH:18][CH:19]=3)[CH2:14]2)=[O:12])=[CH:8][CH:9]=1)[CH3:32]. The catalyst class is: 620. (2) Reactant: Cl[C:2]1[N:10]([CH2:11][O:12][CH2:13][CH2:14][Si:15]([CH3:18])([CH3:17])[CH3:16])[C:9]2[C:4](=[N:5][C:6]([C:20]3[CH:25]=[CH:24][C:23]([C:26]4([CH2:29][OH:30])[CH2:28][CH2:27]4)=[CH:22][CH:21]=3)=[C:7]([Cl:19])[CH:8]=2)[CH:3]=1.O1CCOCC1.[O:37]1[CH2:41][C@@H:40]([OH:42])[C@H:39]2[O:43][CH2:44][C@@H:45]([OH:46])[C@@H:38]12.C(=O)([O-])[O-].[Cs+].[Cs+]. Product: [Cl:19][C:7]1[CH:8]=[C:9]2[N:10]([CH2:11][O:12][CH2:13][CH2:14][Si:15]([CH3:18])([CH3:17])[CH3:16])[C:2]([O:42][C@H:40]3[C@H:39]4[O:43][CH2:44][C@@H:45]([OH:46])[C@H:38]4[O:37][CH2:41]3)=[CH:3][C:4]2=[N:5][C:6]=1[C:20]1[CH:25]=[CH:24][C:23]([C:26]2([CH2:29][OH:30])[CH2:28][CH2:27]2)=[CH:22][CH:21]=1. The catalyst class is: 148. (3) Reactant: [Cl:1][C:2]1[CH:14]=[CH:13][C:5]2[NH:6][C:7]([CH2:9][C:10]([OH:12])=O)=[N:8][C:4]=2[CH:3]=1.CN(C(ON1N=[N:30][C:25]2[CH:26]=[CH:27][CH:28]=[CH:29][C:24]1=2)=[N+](C)C)C.[B-](F)(F)(F)F.C[N:38]1[CH2:43][CH2:42]O[CH2:40][CH2:39]1.ClCl.ClCCl.[CH2:49]([OH:51])[CH3:50]. Product: [Cl:1][C:2]1[CH:14]=[CH:13][C:5]2[NH:6][C:7]([CH2:9][C:10]([NH:30][C:25]3[CH:24]=[CH:29][C:50]([C:49]([N:38]4[CH2:43][CH2:42][CH2:40][CH2:39]4)=[O:51])=[C:27]([CH3:28])[CH:26]=3)=[O:12])=[N:8][C:4]=2[CH:3]=1. The catalyst class is: 9. (4) Reactant: [CH3:1][C:2]1[C:3]([CH2:9][N:10]([CH2:17][C:18]2[C:27]3[C:22](=[CH:23][CH:24]=[CH:25][CH:26]=3)[CH:21]=[CH:20][N:19]=2)[CH:11]2[CH2:16][CH2:15][NH:14][CH2:13][CH2:12]2)=[N:4][CH:5]=[C:6]([CH3:8])[CH:7]=1.CCN(C(C)C)C(C)C.[NH:37]1[CH:41]=[CH:40][N:39]=[C:38]1[NH:42][C:43](N1C=CN=C1)=[O:44]. Product: [NH:37]1[CH:41]=[CH:40][N:39]=[C:38]1[NH:42][C:43]([N:14]1[CH2:15][CH2:16][CH:11]([N:10]([CH2:9][C:3]2[C:2]([CH3:1])=[CH:7][C:6]([CH3:8])=[CH:5][N:4]=2)[CH2:17][C:18]2[C:27]3[C:22](=[CH:23][CH:24]=[CH:25][CH:26]=3)[CH:21]=[CH:20][N:19]=2)[CH2:12][CH2:13]1)=[O:44]. The catalyst class is: 163. (5) Reactant: [Cl:1][C:2]1[CH:23]=[CH:22][C:5]2[S:6][C:7]([C:10](=[O:21])[CH2:11][S:12][CH2:13][C:14]3[CH:19]=[CH:18][C:17]([Cl:20])=[CH:16][CH:15]=3)=[C:8]([CH3:9])[C:4]=2[CH:3]=1.C1C=C(Cl)C=C(C(OO)=[O:32])C=1. Product: [Cl:1][C:2]1[CH:23]=[CH:22][C:5]2[S:6][C:7]([C:10](=[O:21])[CH2:11][S:12]([CH2:13][C:14]3[CH:19]=[CH:18][C:17]([Cl:20])=[CH:16][CH:15]=3)=[O:32])=[C:8]([CH3:9])[C:4]=2[CH:3]=1. The catalyst class is: 2. (6) Reactant: [CH3:1][CH:2]([NH:4][C:5]([C@H:7]1[CH2:12][N:11]([C:13]([O:15][C:16]([CH3:19])([CH3:18])[CH3:17])=[O:14])[CH2:10][CH2:9][N:8]1[C:20]([O:22][C:23]([CH3:26])([CH3:25])[CH3:24])=[O:21])=O)[CH3:3].B.C1COCC1.C1COCC1. Product: [CH3:3][CH:2]([NH:4][CH2:5][C@H:7]1[CH2:12][N:11]([C:13]([O:15][C:16]([CH3:17])([CH3:18])[CH3:19])=[O:14])[CH2:10][CH2:9][N:8]1[C:20]([O:22][C:23]([CH3:25])([CH3:24])[CH3:26])=[O:21])[CH3:1]. The catalyst class is: 5.